This data is from NCI-60 drug combinations with 297,098 pairs across 59 cell lines. The task is: Regression. Given two drug SMILES strings and cell line genomic features, predict the synergy score measuring deviation from expected non-interaction effect. Drug 1: CC12CCC3C(C1CCC2=O)CC(=C)C4=CC(=O)C=CC34C. Drug 2: C(=O)(N)NO. Cell line: HCT116. Synergy scores: CSS=22.5, Synergy_ZIP=0.352, Synergy_Bliss=-1.15, Synergy_Loewe=-13.2, Synergy_HSA=-0.417.